From a dataset of Full USPTO retrosynthesis dataset with 1.9M reactions from patents (1976-2016). Predict the reactants needed to synthesize the given product. (1) Given the product [CH3:1][C:2]1[N:7]=[C:6]([S:8][CH2:18][C:19]2[CH:20]=[N:21][CH:22]=[N:23][CH:24]=2)[N:5]=[C:4]([OH:9])[CH:3]=1, predict the reactants needed to synthesize it. The reactants are: [CH3:1][C:2]1[N:7]=[C:6]([SH:8])[N:5]=[C:4]([OH:9])[CH:3]=1.C(N(CC)CC)C.Br[CH2:18][C:19]1[CH:20]=[N:21][CH:22]=[N:23][CH:24]=1. (2) The reactants are: [F:1][C:2]1[CH:3]=[C:4]([C:8]2[CH:9]=[C:10]([CH2:15][NH:16][C:17]3[C:18]([CH3:32])=[C:19]([CH:28]=[CH:29][C:30]=3[CH3:31])[O:20][CH2:21][C:22]([O:24]C(C)C)=[O:23])[CH:11]=[C:12]([OH:14])[CH:13]=2)[CH:5]=[CH:6][CH:7]=1.[OH-].[Na+]. Given the product [F:1][C:2]1[CH:3]=[C:4]([C:8]2[CH:9]=[C:10]([CH2:15][NH:16][C:17]3[C:18]([CH3:32])=[C:19]([CH:28]=[CH:29][C:30]=3[CH3:31])[O:20][CH2:21][C:22]([OH:24])=[O:23])[CH:11]=[C:12]([OH:14])[CH:13]=2)[CH:5]=[CH:6][CH:7]=1, predict the reactants needed to synthesize it. (3) Given the product [NH2:17][C:18]1[CH:23]=[CH:22][C:21]([NH:24][C:25](=[O:39])[CH2:26][CH2:27][CH2:28][CH2:29][CH:30]2[CH:37]3[CH:33]([NH:34][C:35](=[O:38])[NH:36]3)[CH2:32][S:31]2)=[C:20]([OH:40])[CH:19]=1, predict the reactants needed to synthesize it. The reactants are: C1C2C(COC(=O)[NH:17][C:18]3[CH:23]=[CH:22][C:21]([NH:24][C:25](=[O:39])[CH2:26][CH2:27][CH2:28][CH2:29][CH:30]4[CH:37]5[CH:33]([NH:34][C:35](=[O:38])[NH:36]5)[CH2:32][S:31]4)=[C:20]([OH:40])[CH:19]=3)C3C(=CC=CC=3)C=2C=CC=1.N1CCCCC1. (4) Given the product [CH3:12][O:13][C:14]1[CH:15]=[C:16]([CH:19]=[CH:20][C:21]=1[O:22][CH3:23])[CH2:17][NH:18][C:2]1[C:3]2[S:10][C:9]([I:11])=[CH:8][C:4]=2[N:5]=[CH:6][N:7]=1, predict the reactants needed to synthesize it. The reactants are: Cl[C:2]1[C:3]2[S:10][C:9]([I:11])=[CH:8][C:4]=2[N:5]=[CH:6][N:7]=1.[CH3:12][O:13][C:14]1[CH:15]=[C:16]([CH:19]=[CH:20][C:21]=1[O:22][CH3:23])[CH2:17][NH2:18].CC(O)C. (5) Given the product [F:1][C:2]1[CH:9]=[CH:8][C:5]([CH2:6][NH:17][C:16]2[CH:18]=[CH:19][C:13]([CH:10]([CH3:12])[CH3:11])=[CH:14][CH:15]=2)=[CH:4][CH:3]=1, predict the reactants needed to synthesize it. The reactants are: [F:1][C:2]1[CH:9]=[CH:8][C:5]([CH:6]=O)=[CH:4][CH:3]=1.[CH:10]([C:13]1[CH:19]=[CH:18][C:16]([NH2:17])=[CH:15][CH:14]=1)([CH3:12])[CH3:11]. (6) Given the product [CH2:14]([O:21][CH2:22][CH2:23][N:24]([C:25]1[CH:26]=[C:27]([CH3:33])[C:28]([Br:32])=[C:29]([CH3:31])[CH:30]=1)[C:1]([Cl:4])=[O:2])[C:15]1[CH:16]=[CH:17][CH:18]=[CH:19][CH:20]=1, predict the reactants needed to synthesize it. The reactants are: [C:1]([Cl:4])(Cl)=[O:2].C(N(CC)C(C)C)(C)C.[CH2:14]([O:21][CH2:22][CH2:23][NH:24][C:25]1[CH:30]=[C:29]([CH3:31])[C:28]([Br:32])=[C:27]([CH3:33])[CH:26]=1)[C:15]1[CH:20]=[CH:19][CH:18]=[CH:17][CH:16]=1.O. (7) Given the product [C:1]([O:5][C:6](=[O:7])[N:8]([CH2:9][CH2:10][C@H:11]1[CH2:12][CH2:13][C@H:14]([CH2:17][OH:18])[CH2:15][CH2:16]1)[CH3:22])([CH3:2])([CH3:4])[CH3:3], predict the reactants needed to synthesize it. The reactants are: [C:1]([O:5][C:6]([N:8]([CH3:22])[CH2:9][CH2:10][C@H:11]1[CH2:16][CH2:15][C@H:14]([CH2:17][O:18]C(=O)C)[CH2:13][CH2:12]1)=[O:7])([CH3:4])([CH3:3])[CH3:2].[OH-].[Na+].CO. (8) The reactants are: [Cl:1][C:2]1[CH:3]=[CH:4][C:5]([C:37]#[N:38])=[C:6]([C:8]2[C:17]3[C:16](=[O:18])[CH2:15][CH2:14][CH2:13][C:12]=3[N:11]([CH2:19][C:20]([NH:22][C:23]3[CH:35]=[CH:34][C:26]([C:27]([O:29]C(C)(C)C)=[O:28])=[CH:25][CH:24]=3)=[O:21])[C:10](=[O:36])[CH:9]=2)[CH:7]=1.C(O)(C(F)(F)F)=O. Given the product [Cl:1][C:2]1[CH:3]=[CH:4][C:5]([C:37]#[N:38])=[C:6]([C:8]2[C:17]3[C:16](=[O:18])[CH2:15][CH2:14][CH2:13][C:12]=3[N:11]([CH2:19][C:20]([NH:22][C:23]3[CH:24]=[CH:25][C:26]([C:27]([OH:29])=[O:28])=[CH:34][CH:35]=3)=[O:21])[C:10](=[O:36])[CH:9]=2)[CH:7]=1, predict the reactants needed to synthesize it. (9) Given the product [Cl:1][C:2]1[CH:3]=[C:4]2[C:8](=[CH:9][CH:10]=1)[N:7]([CH2:11][C:12]([OH:14])=[O:13])[C:6]([CH3:19])=[C:5]2[C:20]1[C:29]2[C:24](=[CH:25][CH:26]=[CH:27][CH:28]=2)[C:23](=[O:30])[N:22]([CH2:31][C:32]2[CH:37]=[CH:36][CH:35]=[C:34]([F:38])[C:33]=2[F:39])[N:21]=1, predict the reactants needed to synthesize it. The reactants are: [Cl:1][C:2]1[CH:3]=[C:4]2[C:8](=[CH:9][CH:10]=1)[N:7]([CH2:11][C:12]([O:14]CCCC)=[O:13])[C:6]([CH3:19])=[C:5]2[C:20]1[C:29]2[C:24](=[CH:25][CH:26]=[CH:27][CH:28]=2)[C:23](=[O:30])[N:22]([CH2:31][C:32]2[CH:37]=[CH:36][CH:35]=[C:34]([F:38])[C:33]=2[F:39])[N:21]=1.FC(F)(F)C(O)=O. (10) Given the product [CH2:14]([Sn:9]([N:1]=[N+:2]=[N-:3])([CH2:5][CH2:6][CH2:7][CH3:8])[CH2:10][CH2:11][CH2:12][CH3:13])[CH2:15][CH2:16][CH3:17], predict the reactants needed to synthesize it. The reactants are: [N-:1]=[N+:2]=[N-:3].[Na+].[CH2:5]([Sn:9](Cl)([CH2:14][CH2:15][CH2:16][CH3:17])[CH2:10][CH2:11][CH2:12][CH3:13])[CH2:6][CH2:7][CH3:8].